This data is from Merck oncology drug combination screen with 23,052 pairs across 39 cell lines. The task is: Regression. Given two drug SMILES strings and cell line genomic features, predict the synergy score measuring deviation from expected non-interaction effect. (1) Drug 1: CN1C(=O)C=CC2(C)C3CCC4(C)C(NC(=O)OCC(F)(F)F)CCC4C3CCC12. Drug 2: O=C(CCCCCCC(=O)Nc1ccccc1)NO. Cell line: T47D. Synergy scores: synergy=28.4. (2) Drug 1: NC1(c2ccc(-c3nc4ccn5c(=O)[nH]nc5c4cc3-c3ccccc3)cc2)CCC1. Drug 2: CC1(c2nc3c(C(N)=O)cccc3[nH]2)CCCN1. Cell line: CAOV3. Synergy scores: synergy=44.6. (3) Drug 1: CC1(c2nc3c(C(N)=O)cccc3[nH]2)CCCN1. Drug 2: NC1CCCCC1N.O=C(O)C(=O)O.[Pt+2]. Cell line: UACC62. Synergy scores: synergy=-19.8. (4) Drug 1: CCC1=CC2CN(C1)Cc1c([nH]c3ccccc13)C(C(=O)OC)(c1cc3c(cc1OC)N(C)C1C(O)(C(=O)OC)C(OC(C)=O)C4(CC)C=CCN5CCC31C54)C2. Drug 2: Cn1nnc2c(C(N)=O)ncn2c1=O. Cell line: LOVO. Synergy scores: synergy=-1.35. (5) Drug 1: Cn1nnc2c(C(N)=O)ncn2c1=O. Drug 2: C=CCn1c(=O)c2cnc(Nc3ccc(N4CCN(C)CC4)cc3)nc2n1-c1cccc(C(C)(C)O)n1. Cell line: HT29. Synergy scores: synergy=15.2. (6) Drug 1: COc1cccc2c1C(=O)c1c(O)c3c(c(O)c1C2=O)CC(O)(C(=O)CO)CC3OC1CC(N)C(O)C(C)O1. Drug 2: COC1CC2CCC(C)C(O)(O2)C(=O)C(=O)N2CCCCC2C(=O)OC(C(C)CC2CCC(OP(C)(C)=O)C(OC)C2)CC(=O)C(C)C=C(C)C(O)C(OC)C(=O)C(C)CC(C)C=CC=CC=C1C. Cell line: NCIH520. Synergy scores: synergy=3.45.